From a dataset of Full USPTO retrosynthesis dataset with 1.9M reactions from patents (1976-2016). Predict the reactants needed to synthesize the given product. (1) Given the product [F:19][C:16]1[CH:17]=[CH:18][C:13]([CH2:12][N:10]([CH3:11])[C:8]([C:7]2[CH2:25][N:27]([CH2:28][CH2:29][CH2:30][C:31]([OH:33])=[O:32])[C:4](=[O:23])[C:5]=2[OH:6])=[O:9])=[C:14]([S:20]([CH3:22])=[O:21])[CH:15]=1, predict the reactants needed to synthesize it. The reactants are: CC1(C)[O:6][C:5](=[CH:7][C:8]([N:10]([CH2:12][C:13]2[CH:18]=[CH:17][C:16]([F:19])=[CH:15][C:14]=2[S:20]([CH3:22])=[O:21])[CH3:11])=[O:9])[C:4](=[O:23])O1.[CH2:25]=O.[NH2:27][CH2:28][CH2:29][CH2:30][C:31]([OH:33])=[O:32]. (2) Given the product [F:1][C:2]1[CH:7]=[C:6]([O:8][C:9]2[CH:14]=[CH:13][N:12]=[C:11]([NH:15][C:16]([N:18]([CH3:26])[CH:19]3[CH2:24][CH2:23][N:22]([CH3:25])[CH2:21][CH2:20]3)=[O:17])[CH:10]=2)[CH:5]=[CH:4][C:3]=1[NH:27][C:28]([C:30]1([C:33]([NH:36][C:37]2[CH:42]=[CH:41][CH:40]=[CH:39][CH:38]=2)=[O:35])[CH2:32][CH2:31]1)=[O:29], predict the reactants needed to synthesize it. The reactants are: [F:1][C:2]1[CH:7]=[C:6]([O:8][C:9]2[CH:14]=[CH:13][N:12]=[C:11]([NH:15][C:16]([N:18]([CH3:26])[CH:19]3[CH2:24][CH2:23][N:22]([CH3:25])[CH2:21][CH2:20]3)=[O:17])[CH:10]=2)[CH:5]=[CH:4][C:3]=1[NH:27][C:28]([C:30]1([C:33]([OH:35])=O)[CH2:32][CH2:31]1)=[O:29].[NH2:36][C:37]1[CH:42]=[CH:41][CH:40]=[CH:39][CH:38]=1.C(N(CC)CC)C.F[P-](F)(F)(F)(F)F.N1(O[P+](N(C)C)(N(C)C)N(C)C)C2C=CC=CC=2N=N1. (3) Given the product [CH:21]([O:20][C:18](=[O:19])[CH2:17][CH2:16][CH2:15][CH:14]=[CH:13][CH2:12][C@H:7]1[C:8](=[O:11])[CH2:9][C@@H:10]([CH2:33][OH:40])[C@@H:6]1[CH2:5][CH2:4][C:3]1([O:2][CH2:1][CH2:32][O:31]1)[CH2:24][CH2:25][CH2:26][CH2:27][CH2:28][CH2:29][CH3:30])([CH3:22])[CH3:23], predict the reactants needed to synthesize it. The reactants are: [CH2:1]1[CH2:32][O:31][C:3]([CH2:24][CH2:25][CH2:26][CH2:27][CH2:28][CH2:29][CH3:30])([CH2:4][CH2:5][C@H:6]2[CH:10]=[CH:9][C:8](=[O:11])[C@@H:7]2[CH2:12]/[CH:13]=[CH:14]\[CH2:15][CH2:16][CH2:17][C:18]([O:20][CH:21]([CH3:23])[CH3:22])=[O:19])[O:2]1.[C:33](C1C=CC=CC=1)(=[O:40])C1C=CC=CC=1.